The task is: Predict the reaction yield, written as a fraction of the theoretical maximum amount of product (1.0 means a 100% yield; for example, 0.34 means a 34% yield).. This data is from Reaction yield outcomes from USPTO patents with 853,638 reactions. (1) The reactants are Br[C:2]1[CH:3]=[CH:4][C:5]2[O:14][C:13]3[C:12](=[O:15])[NH:11][C:10]([CH2:16][N:17]4[CH2:21][CH2:20][C@H:19]([OH:22])[CH2:18]4)=[N:9][C:8]=3[C:6]=2[CH:7]=1.C([O-])([O-])=O.[Cs+].[Cs+].[CH2:29]([OH:32])[C:30]#[CH:31]. The catalyst is C(O)(C)(C)C.O. The product is [OH:32][CH2:29][C:30]#[C:31][C:2]1[CH:3]=[CH:4][C:5]2[O:14][C:13]3[C:12](=[O:15])[NH:11][C:10]([CH2:16][N:17]4[CH2:21][CH2:20][C@H:19]([OH:22])[CH2:18]4)=[N:9][C:8]=3[C:6]=2[CH:7]=1. The yield is 0.240. (2) The yield is 0.420. The catalyst is C1COCC1.[N+](CCCC)(CCCC)(CCCC)CCCC.[I-].CCOC(C)=O. The reactants are [CH2:1]([OH:4])[CH2:2][OH:3].[H-].[Na+].[CH3:7][O:8][C:9]1[CH:14]=[CH:13][CH:12]=[C:11]([CH2:15]Cl)[CH:10]=1.O. The product is [CH3:7][O:8][C:9]1[CH:10]=[C:11]([CH2:15][O:3][CH2:2][CH2:1][OH:4])[CH:12]=[CH:13][CH:14]=1. (3) The reactants are [F:1][C:2]([F:13])([C:6]1[CH:11]=[CH:10][C:9]([F:12])=[CH:8][CH:7]=1)[C:3]([OH:5])=O.CN(C(ON1N=NC2C=CC=NC1=2)=[N+](C)C)C.F[P-](F)(F)(F)(F)F.[NH2:38][N:39]1[CH:43]=[C:42]([N+:44]([O-:46])=[O:45])[CH:41]=[C:40]1[C:47]([NH2:49])=[O:48].CCN(C(C)C)C(C)C. The catalyst is CN(C=O)C. The product is [F:13][C:2]([F:1])([C:6]1[CH:11]=[CH:10][C:9]([F:12])=[CH:8][CH:7]=1)[C:3]([NH:38][N:39]1[CH:43]=[C:42]([N+:44]([O-:46])=[O:45])[CH:41]=[C:40]1[C:47]([NH2:49])=[O:48])=[O:5]. The yield is 0.950. (4) The reactants are [CH3:1][C:2](=O)[CH2:3][C:4](=[O:6])[CH3:5].[Cl:8][C:9]1[CH:16]=[CH:15][CH:14]=[CH:13][C:10]=1[CH:11]=O.[CH3:17][O:18][C:19](=[O:24])/[CH:20]=[C:21](\[NH2:23])/[CH3:22].CC(O)=O. The catalyst is CCO.CCOC(C)=O. The product is [C:4]([C:3]1[CH:11]([C:10]2[CH:13]=[CH:14][CH:15]=[CH:16][C:9]=2[Cl:8])[C:20]([C:19]([O:18][CH3:17])=[O:24])=[C:21]([CH3:22])[NH:23][C:2]=1[CH3:1])(=[O:6])[CH3:5]. The yield is 0.110. (5) The reactants are [Mg].BrCC.C(NCC)C.[N:10]1[CH:15]=[CH:14][CH:13]=[CH:12][C:11]=1[C:16](=[O:18])[CH3:17].Br[C:20]([CH3:30])([CH3:29])[C:21]([C:23]1[CH:28]=[CH:27][CH:26]=[CH:25][CH:24]=1)=[O:22].OS(O)(=O)=O.CCN(CC)CC. The yield is 0.110. The product is [CH3:29][C:20]([CH3:30])([CH2:17][C:16]([C:11]1[CH:12]=[CH:13][CH:14]=[CH:15][N:10]=1)=[O:18])[C:21]([C:23]1[CH:28]=[CH:27][CH:26]=[CH:25][CH:24]=1)=[O:22]. The catalyst is C1(C)C=CC=CC=1.CCOCC. (6) The reactants are [CH3:1][C@@H:2]([C@@H:8]1[C@@:12]2([CH3:27])[CH2:13][CH2:14][C@@H:15]3[C@@:20]4([CH3:26])[CH2:21][CH2:22][C@@H:23]([OH:25])[CH2:24][C@H:19]4[CH2:18][CH2:17][C@H:16]3[C@@H:11]2[CH2:10][CH2:9]1)[CH2:3][CH2:4][C:5](O)=[O:6].O1CCCC1.C(N(CC)CC)C.[CH2:40]([NH:58][CH2:59][CH2:60][CH2:61][CH2:62][CH2:63][CH2:64][CH2:65][CH2:66][CH2:67][CH2:68][CH2:69][CH2:70][CH2:71][CH2:72][CH2:73][CH2:74][CH2:75][CH3:76])[CH2:41][CH2:42][CH2:43][CH2:44][CH2:45][CH2:46][CH2:47][CH2:48][CH2:49][CH2:50][CH2:51][CH2:52][CH2:53][CH2:54][CH2:55][CH2:56][CH3:57]. No catalyst specified. The product is [CH2:59]([N:58]([CH2:40][CH2:41][CH2:42][CH2:43][CH2:44][CH2:45][CH2:46][CH2:47][CH2:48][CH2:49][CH2:50][CH2:51][CH2:52][CH2:53][CH2:54][CH2:55][CH2:56][CH3:57])[C:5](=[O:6])[CH2:4][CH2:3][CH:2]([CH:8]1[C:12]2([CH3:27])[CH:11]([CH:16]3[CH:15]([CH2:14][CH2:13]2)[C:20]2([CH3:26])[CH:19]([CH2:24][CH:23]([OH:25])[CH2:22][CH2:21]2)[CH2:18][CH2:17]3)[CH2:10][CH2:9]1)[CH3:1])[CH2:60][CH2:61][CH2:62][CH2:63][CH2:64][CH2:65][CH2:66][CH2:67][CH2:68][CH2:69][CH2:70][CH2:71][CH2:72][CH2:73][CH2:74][CH2:75][CH3:76]. The yield is 0.930. (7) The reactants are [N+:1]([C:4]1[CH:5]=[N:6][C:7]2[C:12]([C:13]=1[NH:14][CH2:15][CH:16]([CH3:18])[CH3:17])=[CH:11][CH:10]=[CH:9][CH:8]=2)([O-])=O.[C:19](OCC)(=[O:21])[CH3:20].S([O-])([O-])(=O)=O.[Mg+2].C(O)(=O)CO. The catalyst is Cl.[Pt]. The product is [CH3:17][CH:16]([CH3:18])[CH2:15][N:14]1[C:13]2[C:12]3[CH:11]=[CH:10][CH:9]=[CH:8][C:7]=3[N:6]=[CH:5][C:4]=2[N:1]=[C:20]1[CH2:19][OH:21]. The yield is 0.896.